This data is from Reaction yield outcomes from USPTO patents with 853,638 reactions. The task is: Predict the reaction yield, written as a fraction of the theoretical maximum amount of product (1.0 means a 100% yield; for example, 0.34 means a 34% yield). (1) The reactants are Cl.C(OC([N:9]1[CH2:13][CH2:12][CH:11]([CH2:14][NH:15][C:16]2[N:17]=[C:18]([NH:34][C:35]3[CH:40]=[CH:39][C:38]([C:41]([F:44])([F:43])[F:42])=[CH:37][CH:36]=3)[C:19]3[N:24]=[C:23]([CH2:25][C:26]4[C:31]([Cl:32])=[CH:30][CH:29]=[CH:28][C:27]=4[Cl:33])[S:22][C:20]=3[N:21]=2)[CH2:10]1)=O)(C)(C)C. No catalyst specified. The product is [ClH:32].[Cl:33][C:27]1[CH:28]=[CH:29][CH:30]=[C:31]([Cl:32])[C:26]=1[CH2:25][C:23]1[S:22][C:20]2[N:21]=[C:16]([NH:15][CH2:14][C@@H:11]3[CH2:12][CH2:13][NH:9][CH2:10]3)[N:17]=[C:18]([NH:34][C:35]3[CH:40]=[CH:39][C:38]([C:41]([F:44])([F:43])[F:42])=[CH:37][CH:36]=3)[C:19]=2[N:24]=1. The yield is 0.430. (2) The reactants are [CH3:1][O:2][C:3](=[O:37])[C:4]([O:7][C:8]1[CH:13]=[CH:12][C:11]([CH2:14][CH2:15][CH2:16][CH:17]2[CH2:21][N:20]([CH2:22][C:23]3[CH:28]=[CH:27][C:26]([C:29]([CH3:32])([CH3:31])[CH3:30])=[CH:25][CH:24]=3)[C:19](=[O:33])[N:18]2[CH3:34])=[CH:10][C:9]=1[CH:35]=[CH2:36])([CH3:6])[CH3:5]. The catalyst is C(O)C. The product is [CH3:1][O:2][C:3](=[O:37])[C:4]([O:7][C:8]1[CH:13]=[CH:12][C:11]([CH2:14][CH2:15][CH2:16][CH:17]2[CH2:21][N:20]([CH2:22][C:23]3[CH:24]=[CH:25][C:26]([C:29]([CH3:30])([CH3:31])[CH3:32])=[CH:27][CH:28]=3)[C:19](=[O:33])[N:18]2[CH3:34])=[CH:10][C:9]=1[CH2:35][CH3:36])([CH3:5])[CH3:6]. The yield is 1.00. (3) The catalyst is CN(C)C=O.O. The reactants are [CH3:1][C:2]1[CH:9]=[CH:8][C:5]([CH2:6]Br)=[CH:4][CH:3]=1.[N-:10]=[N+:11]=[N-:12].[Na+]. The yield is 0.990. The product is [N:10]([CH2:6][C:5]1[CH:8]=[CH:9][C:2]([CH3:1])=[CH:3][CH:4]=1)=[N+:11]=[N-:12]. (4) The reactants are [CH2:1]([O:8][C:9]1[CH:14]=[C:13]([OH:15])[CH:12]=[CH:11][C:10]=1/[CH:16]=[CH:17]/[C:18]([O:20][CH2:21][CH3:22])=[O:19])[C:2]1[CH:7]=[CH:6][CH:5]=[CH:4][CH:3]=1.C1(P(C2C=CC=CC=2)C2C=CC=CC=2)C=CC=CC=1.O[CH2:43][CH2:44][N:45]1[CH2:49][CH2:48][CH2:47][C:46]1=[O:50].N(C(OCC)=O)=NC(OCC)=O. The catalyst is O1CCCC1.C(OCC)(=O)C.C(OCC)(=O)C.CO. The product is [CH2:1]([O:8][C:9]1[CH:14]=[C:13]([O:15][CH2:43][CH2:44][N:45]2[CH2:49][CH2:48][CH2:47][C:46]2=[O:50])[CH:12]=[CH:11][C:10]=1/[CH:16]=[CH:17]/[C:18]([O:20][CH2:21][CH3:22])=[O:19])[C:2]1[CH:3]=[CH:4][CH:5]=[CH:6][CH:7]=1. The yield is 1.00. (5) The reactants are [F:1][C:2]1[CH:7]=[C:6]([CH3:8])[CH:5]=[CH:4][C:3]=1[OH:9].[N+:10]([O-])([OH:12])=[O:11]. The catalyst is ClCCl. The product is [F:1][C:2]1[CH:7]=[C:6]([CH3:8])[CH:5]=[C:4]([N+:10]([O-:12])=[O:11])[C:3]=1[OH:9]. The yield is 0.590. (6) The reactants are [Br:1][C:2]1[CH:3]=[CH:4][C:5]([OH:11])=[C:6]([C:8](=[O:10])[CH3:9])[CH:7]=1.[C:12]1(=O)[CH2:18][CH2:17][CH2:16][CH2:15][CH2:14][CH2:13]1.N1CCCC1.Cl. The catalyst is CO.O. The product is [Br:1][C:2]1[CH:7]=[C:6]2[C:5](=[CH:4][CH:3]=1)[O:11][C:12]1([CH2:18][CH2:17][CH2:16][CH2:15][CH2:14][CH2:13]1)[CH2:9][C:8]2=[O:10]. The yield is 1.00. (7) The reactants are [NH2:1][C:2]1[C:3]2[S:10][CH:9]=[C:8](/[CH:11]=[CH:12]/[C:13]3[CH:14]=[C:15]([CH:19]=[CH:20][C:21]=3[CH3:22])[C:16]([OH:18])=O)[C:4]=2[N:5]=[CH:6][N:7]=1.[F:23][C:24]([F:33])([F:32])[C:25]1[CH:26]=[C:27]([NH2:31])[CH:28]=[CH:29][CH:30]=1.CN(C(ON1N=NC2C=CC=NC1=2)=[N+](C)C)C.F[P-](F)(F)(F)(F)F. The catalyst is CN(C=O)C.C(OCC)(=O)C. The product is [NH2:1][C:2]1[C:3]2[S:10][CH:9]=[C:8](/[CH:11]=[CH:12]/[C:13]3[CH:14]=[C:15]([CH:19]=[CH:20][C:21]=3[CH3:22])[C:16]([NH:31][C:27]3[CH:28]=[CH:29][CH:30]=[C:25]([C:24]([F:23])([F:32])[F:33])[CH:26]=3)=[O:18])[C:4]=2[N:5]=[CH:6][N:7]=1. The yield is 0.820. (8) The yield is 0.870. The catalyst is C(Cl)Cl. The product is [NH2:7][CH2:8][C:9]1[C:17]2[C:13](=[N:14][N:15]([CH2:18][C:19]([NH:20][C:21](=[O:33])[C:22]3[CH:27]=[CH:26][C:25]([O:28][C:29]([F:32])([F:31])[F:30])=[CH:24][CH:23]=3)([C:35]#[N:36])[CH3:34])[N:16]=2)[CH:12]=[C:11]([Cl:37])[CH:10]=1. The reactants are C(OC(=O)[NH:7][CH2:8][C:9]1[C:17]2[C:13](=[N:14][N:15]([CH2:18][C:19]([C:35]#[N:36])([CH3:34])[NH:20][C:21](=[O:33])[C:22]3[CH:27]=[CH:26][C:25]([O:28][C:29]([F:32])([F:31])[F:30])=[CH:24][CH:23]=3)[N:16]=2)[CH:12]=[C:11]([Cl:37])[CH:10]=1)(C)(C)C.C[Si](I)(C)C. (9) The reactants are [CH3:1][C:2]1[N:37]=[C:5]2[N:6]([CH2:33][C:34](=O)[CH3:35])[C:7](=[O:32])[C:8]([CH2:13][C:14]3[CH:19]=[CH:18][C:17]([C:20]4[CH:25]=[CH:24][CH:23]=[CH:22][C:21]=4[C:26]4[NH:30][C:29](=[O:31])[O:28][N:27]=4)=[CH:16][CH:15]=3)=[C:9]([CH2:10][CH2:11][CH3:12])[N:4]2[N:3]=1.Cl.[NH2:39][O:40][CH3:41].N1C=CC=CC=1.Cl. The catalyst is O.C(OCC)(=O)C. The product is [CH3:41][O:40]/[N:39]=[C:34](\[CH3:35])/[CH2:33][N:6]1[C:7](=[O:32])[C:8]([CH2:13][C:14]2[CH:19]=[CH:18][C:17]([C:20]3[CH:25]=[CH:24][CH:23]=[CH:22][C:21]=3[C:26]3[NH:30][C:29](=[O:31])[O:28][N:27]=3)=[CH:16][CH:15]=2)=[C:9]([CH2:10][CH2:11][CH3:12])[N:4]2[N:3]=[C:2]([CH3:1])[N:37]=[C:5]12. The yield is 0.340.